Dataset: Peptide-MHC class II binding affinity with 134,281 pairs from IEDB. Task: Regression. Given a peptide amino acid sequence and an MHC pseudo amino acid sequence, predict their binding affinity value. This is MHC class II binding data. The peptide sequence is EGKQSLTKLAAAWGG. The MHC is DRB1_1501 with pseudo-sequence DRB1_1501. The binding affinity (normalized) is 0.201.